From a dataset of Reaction yield outcomes from USPTO patents with 853,638 reactions. Predict the reaction yield, written as a fraction of the theoretical maximum amount of product (1.0 means a 100% yield; for example, 0.34 means a 34% yield). (1) The reactants are [F:1][C:2]1[CH:7]=[CH:6][C:5]([C:8]2[S:9][C:10]([CH:13]([OH:15])[CH3:14])=[CH:11][N:12]=2)=[CH:4][CH:3]=1.CC(OI1(OC(C)=O)(OC(C)=O)OC(=O)C2C=CC=CC1=2)=O. The catalyst is ClCCl. The product is [F:1][C:2]1[CH:3]=[CH:4][C:5]([C:8]2[S:9][C:10]([C:13](=[O:15])[CH3:14])=[CH:11][N:12]=2)=[CH:6][CH:7]=1. The yield is 0.830. (2) The reactants are [CH:1]12[CH:9]=[CH:8][CH:7]3[CH:3]4[CH:4]([CH2:5][CH:6]13)[CH:2]24.S([O-])([O-])=O.[Na+].[Na+].OP([O-])([O-])=O.[Na+].[Na+].C(Cl)(Cl)Cl.ClS([N:31]=[C:32]=[O:33])(=O)=O. The catalyst is ClCCl.O. The product is [CH:6]12[CH2:5][CH:4]3[CH:3]4[CH:2]3[CH:1]1[CH:9]1[CH:8]([CH:7]24)[C:32](=[O:33])[NH:31]1. The yield is 0.400. (3) The reactants are [CH2:1]([O:8][C:9]1[CH:10]=[C:11]([C:23]#[C:24][C:25]2(O)[CH2:30][CH2:29][O:28][CH2:27][CH2:26]2)[N:12]=[N:13][C:14]=1[O:15][CH2:16][C:17]1[CH:22]=[CH:21][CH:20]=[CH:19][CH:18]=1)[C:2]1[CH:7]=[CH:6][CH:5]=[CH:4][CH:3]=1.C(N(CC)CC)C.CS(Cl)(=O)=O.O. The catalyst is ClCCl. The product is [CH2:16]([O:15][C:14]1[N:13]=[N:12][C:11]([C:23]#[C:24][C:25]2[CH2:30][CH2:29][O:28][CH2:27][CH:26]=2)=[CH:10][C:9]=1[O:8][CH2:1][C:2]1[CH:3]=[CH:4][CH:5]=[CH:6][CH:7]=1)[C:17]1[CH:18]=[CH:19][CH:20]=[CH:21][CH:22]=1. The yield is 0.520. (4) The reactants are FC(F)(F)C(O)=O.[CH3:8][C:9]([C:12]1[CH:13]=[C:14]([S:18]([N:21]2[C:29]3[C:24](=[CH:25][C:26]([C:30]([F:33])([F:32])[F:31])=[CH:27][CH:28]=3)[CH:23]=[C:22]2[CH2:34][C:35]2[CH:51]=[CH:50][C:38]([C:39]([N:41](C(OC(C)(C)C)=O)[NH2:42])=[O:40])=[CH:37][CH:36]=2)(=[O:20])=[O:19])[CH:15]=[CH:16][CH:17]=1)([CH3:11])[CH3:10]. The yield is 0.800. The catalyst is ClCCl. The product is [CH3:11][C:9]([C:12]1[CH:13]=[C:14]([S:18]([N:21]2[C:29]3[C:24](=[CH:25][C:26]([C:30]([F:31])([F:32])[F:33])=[CH:27][CH:28]=3)[CH:23]=[C:22]2[CH2:34][C:35]2[CH:36]=[CH:37][C:38]([C:39]([NH:41][NH2:42])=[O:40])=[CH:50][CH:51]=2)(=[O:20])=[O:19])[CH:15]=[CH:16][CH:17]=1)([CH3:8])[CH3:10]. (5) The reactants are FC1C=CC(CN)=CC=1.[CH3:10][C:11]1[O:17][C:14]([CH2:15][NH2:16])=[CH:13][CH:12]=1.[CH2:18]([N:25]1[CH2:29][CH2:28][N:27]([C:30]2[S:31][C:32]([C:36](O)=[O:37])=[C:33]([CH3:35])[N:34]=2)[C:26]1=[O:39])[C:19]1[CH:24]=[CH:23][CH:22]=[CH:21][CH:20]=1. No catalyst specified. The product is [CH2:18]([N:25]1[CH2:29][CH2:28][N:27]([C:30]2[S:31][C:32]([C:36]([NH:16][CH2:15][C:14]3[O:17][C:11]([CH3:10])=[CH:12][CH:13]=3)=[O:37])=[C:33]([CH3:35])[N:34]=2)[C:26]1=[O:39])[C:19]1[CH:24]=[CH:23][CH:22]=[CH:21][CH:20]=1. The yield is 0.290. (6) The reactants are [N+:1]([C:4]1[CH:5]=[C:6]([C:10]2[O:11][C:12]3[CH:17]=[CH:16][N:15]=[CH:14][C:13]=3[N:18]=2)[CH:7]=[CH:8][CH:9]=1)([O-])=O.[NH4+].[Cl-]. The catalyst is CO.O.[Fe]. The product is [O:11]1[C:12]2[CH:17]=[CH:16][N:15]=[CH:14][C:13]=2[N:18]=[C:10]1[C:6]1[CH:5]=[C:4]([NH2:1])[CH:9]=[CH:8][CH:7]=1. The yield is 0.850. (7) The reactants are [C:1]1([C:7]2[C:8]([O:10][C:11](=[O:13])[CH:12]=2)=[O:9])[CH:6]=[CH:5][CH:4]=[CH:3][CH:2]=1.N1C=CC=CC=1.S(Cl)([Cl:22])=O. No catalyst specified. The product is [Cl:22][C:12]1[C:11](=[O:13])[O:10][C:8](=[O:9])[C:7]=1[C:1]1[CH:2]=[CH:3][CH:4]=[CH:5][CH:6]=1. The yield is 0.960. (8) The reactants are [CH3:1][N:2]1[CH:7]=[C:6]([C:8](=O)[CH2:9][C@H:10]([C:18]2[CH:23]=[CH:22][C:21]([S:24]([CH3:27])(=[O:26])=[O:25])=[CH:20][CH:19]=2)[C:11]2[CH:16]=[CH:15][CH:14]=[CH:13][C:12]=2[CH3:17])[CH:5]=[CH:4][C:3]1=[O:29].Cl.[NH2:31][OH:32].C(=O)([O-])O.[Na+]. The catalyst is C(O)C.O.C(OCC)(=O)C. The product is [OH:32]/[N:31]=[C:8](/[C:6]1[CH:5]=[CH:4][C:3](=[O:29])[N:2]([CH3:1])[CH:7]=1)\[CH2:9][C@@H:10]([C:18]1[CH:19]=[CH:20][C:21]([S:24]([CH3:27])(=[O:26])=[O:25])=[CH:22][CH:23]=1)[C:11]1[CH:16]=[CH:15][CH:14]=[CH:13][C:12]=1[CH3:17]. The yield is 0.970. (9) The reactants are [CH3:1][O:2][C:3]1[C:12]([C:13]2[CH:18]=[CH:17][CH:16]=[CH:15][N:14]=2)=[CH:11][C:10]2[NH:9][C:8](=O)[CH:7]=[N:6][C:5]=2[C:4]=1[C:20]([O:22][CH3:23])=[O:21].P(Cl)(Cl)([Cl:26])=O.C(=O)(O)[O-].[Na+]. No catalyst specified. The product is [Cl:26][C:8]1[CH:7]=[N:6][C:5]2[C:4]([C:20]([O:22][CH3:23])=[O:21])=[C:3]([O:2][CH3:1])[C:12]([C:13]3[CH:18]=[CH:17][CH:16]=[CH:15][N:14]=3)=[CH:11][C:10]=2[N:9]=1. The yield is 0.156. (10) The reactants are [C:1]1([C:7]#[C:8][C:9]2[C:18]3[C:13](=[CH:14][CH:15]=[CH:16][CH:17]=3)[CH:12]=[CH:11][C:10]=2[C:19]([NH:21][C:22]([CH3:27])([CH3:26])[C:23]([OH:25])=[O:24])=[O:20])[CH:6]=[CH:5][CH:4]=[CH:3][CH:2]=1. The catalyst is CO.[Pd]. The product is [CH3:27][C:22]([NH:21][C:19]([C:10]1[CH:11]=[CH:12][C:13]2[C:18](=[CH:17][CH:16]=[CH:15][CH:14]=2)[C:9]=1[CH2:8][CH2:7][C:1]1[CH:2]=[CH:3][CH:4]=[CH:5][CH:6]=1)=[O:20])([CH3:26])[C:23]([OH:25])=[O:24]. The yield is 0.180.